This data is from NCI-60 drug combinations with 297,098 pairs across 59 cell lines. The task is: Regression. Given two drug SMILES strings and cell line genomic features, predict the synergy score measuring deviation from expected non-interaction effect. (1) Drug 1: C1C(C(OC1N2C=NC3=C2NC=NCC3O)CO)O. Drug 2: CC12CCC3C(C1CCC2OP(=O)(O)O)CCC4=C3C=CC(=C4)OC(=O)N(CCCl)CCCl.[Na+]. Cell line: CAKI-1. Synergy scores: CSS=0.272, Synergy_ZIP=-1.51, Synergy_Bliss=-2.60, Synergy_Loewe=-6.49, Synergy_HSA=-4.84. (2) Drug 1: CC1OCC2C(O1)C(C(C(O2)OC3C4COC(=O)C4C(C5=CC6=C(C=C35)OCO6)C7=CC(=C(C(=C7)OC)O)OC)O)O. Drug 2: CC1=C(N=C(N=C1N)C(CC(=O)N)NCC(C(=O)N)N)C(=O)NC(C(C2=CN=CN2)OC3C(C(C(C(O3)CO)O)O)OC4C(C(C(C(O4)CO)O)OC(=O)N)O)C(=O)NC(C)C(C(C)C(=O)NC(C(C)O)C(=O)NCCC5=NC(=CS5)C6=NC(=CS6)C(=O)NCCC[S+](C)C)O. Cell line: RPMI-8226. Synergy scores: CSS=51.1, Synergy_ZIP=8.47, Synergy_Bliss=7.97, Synergy_Loewe=2.99, Synergy_HSA=5.71.